Regression. Given two drug SMILES strings and cell line genomic features, predict the synergy score measuring deviation from expected non-interaction effect. From a dataset of NCI-60 drug combinations with 297,098 pairs across 59 cell lines. (1) Drug 1: CC12CCC3C(C1CCC2=O)CC(=C)C4=CC(=O)C=CC34C. Drug 2: CCCCCOC(=O)NC1=NC(=O)N(C=C1F)C2C(C(C(O2)C)O)O. Cell line: NCI/ADR-RES. Synergy scores: CSS=28.1, Synergy_ZIP=0.0146, Synergy_Bliss=-0.287, Synergy_Loewe=-18.1, Synergy_HSA=-0.191. (2) Drug 1: C1CCN(CC1)CCOC2=CC=C(C=C2)C(=O)C3=C(SC4=C3C=CC(=C4)O)C5=CC=C(C=C5)O. Drug 2: CC12CCC3C(C1CCC2OP(=O)(O)O)CCC4=C3C=CC(=C4)OC(=O)N(CCCl)CCCl.[Na+]. Cell line: MOLT-4. Synergy scores: CSS=-6.24, Synergy_ZIP=-2.00, Synergy_Bliss=-10.7, Synergy_Loewe=-12.2, Synergy_HSA=-10.2. (3) Synergy scores: CSS=-1.91, Synergy_ZIP=-0.594, Synergy_Bliss=-2.49, Synergy_Loewe=-2.90, Synergy_HSA=-3.44. Drug 1: CCN(CC)CCNC(=O)C1=C(NC(=C1C)C=C2C3=C(C=CC(=C3)F)NC2=O)C. Drug 2: C(CCl)NC(=O)N(CCCl)N=O. Cell line: SK-MEL-28. (4) Drug 1: C1C(C(OC1N2C=NC3=C(N=C(N=C32)Cl)N)CO)O. Drug 2: CN(C(=O)NC(C=O)C(C(C(CO)O)O)O)N=O. Cell line: SNB-19. Synergy scores: CSS=24.5, Synergy_ZIP=2.22, Synergy_Bliss=4.24, Synergy_Loewe=-26.6, Synergy_HSA=4.21. (5) Drug 1: C1=NC(=NC(=O)N1C2C(C(C(O2)CO)O)O)N. Drug 2: CN(CCCl)CCCl.Cl. Cell line: BT-549. Synergy scores: CSS=43.4, Synergy_ZIP=-13.3, Synergy_Bliss=-2.32, Synergy_Loewe=1.63, Synergy_HSA=3.40. (6) Drug 1: C1=NC2=C(N1)C(=S)N=C(N2)N. Drug 2: CC1CCC2CC(C(=CC=CC=CC(CC(C(=O)C(C(C(=CC(C(=O)CC(OC(=O)C3CCCCN3C(=O)C(=O)C1(O2)O)C(C)CC4CCC(C(C4)OC)OCCO)C)C)O)OC)C)C)C)OC. Cell line: HL-60(TB). Synergy scores: CSS=46.1, Synergy_ZIP=-1.72, Synergy_Bliss=3.31, Synergy_Loewe=3.17, Synergy_HSA=3.82.